This data is from Reaction yield outcomes from USPTO patents with 853,638 reactions. The task is: Predict the reaction yield, written as a fraction of the theoretical maximum amount of product (1.0 means a 100% yield; for example, 0.34 means a 34% yield). The reactants are [NH:1]1[C:9]2[C:4](=[CH:5][CH:6]=[CH:7][CH:8]=2)[CH:3]=[C:2]1[CH2:10][C:11]([O:13][CH2:14][CH3:15])=[O:12].[C:16](=O)([O:22]C(C)(C)C)[O:17][C:18]([CH3:21])([CH3:20])[CH3:19]. The catalyst is ClCCl.CN(C)C1C=CN=CC=1. The product is [CH2:14]([O:13][C:11]([CH2:10][C:2]1[N:1]([C:16]([O:17][C:18]([CH3:21])([CH3:20])[CH3:19])=[O:22])[C:9]2[C:4]([CH:3]=1)=[CH:5][CH:6]=[CH:7][CH:8]=2)=[O:12])[CH3:15]. The yield is 0.910.